From a dataset of Forward reaction prediction with 1.9M reactions from USPTO patents (1976-2016). Predict the product of the given reaction. (1) Given the reactants [CH3:1][C:2]1[N:3]=[C:4]([NH2:7])[S:5][CH:6]=1.[F:8][C:9]1[CH:19]=[CH:18][C:12]([C:13]([O:15][CH2:16][CH3:17])=[O:14])=[CH:11][C:10]=1[O:20][C:21]1[CH:26]=[CH:25][N:24]=[C:23](Cl)[CH:22]=1.P([O-])([O-])([O-])=O.[K+].[K+].[K+], predict the reaction product. The product is: [F:8][C:9]1[CH:19]=[CH:18][C:12]([C:13]([O:15][CH2:16][CH3:17])=[O:14])=[CH:11][C:10]=1[O:20][C:21]1[CH:22]=[CH:23][N:24]=[C:25]([NH:7][C:4]2[S:5][CH:6]=[C:2]([CH3:1])[N:3]=2)[CH:26]=1. (2) Given the reactants B(Cl)([C@@H]1[C@@H](C)[C@@H]2C(C)(C)[C@@H](C2)C1)[C@@H]1[C@@H](C)[C@@H]2C(C)(C)[C@@H](C2)C1.[C:23]([O:27][C:28]([N:30]1[CH2:35][CH2:34][CH:33]([C:36](=[O:44])[C:37]2[CH:42]=[CH:41][C:40]([Br:43])=[CH:39][CH:38]=2)[CH2:32][CH2:31]1)=[O:29])([CH3:26])([CH3:25])[CH3:24], predict the reaction product. The product is: [C:23]([O:27][C:28]([N:30]1[CH2:31][CH2:32][CH:33]([C@H:36]([C:37]2[CH:42]=[CH:41][C:40]([Br:43])=[CH:39][CH:38]=2)[OH:44])[CH2:34][CH2:35]1)=[O:29])([CH3:26])([CH3:24])[CH3:25]. (3) Given the reactants [OH:1][CH2:2][C:3]1[CH:4]=[C:5]([CH3:34])[C:6]([CH2:22][C:23]2[NH:27][C:26]3[CH:28]=[CH:29][C:30]([C:32]#[N:33])=[CH:31][C:25]=3[N:24]=2)=[C:7]2[C:11]=1[N:10](S(C1C=CC(C)=CC=1)(=O)=O)[CH:9]=[CH:8]2.[OH-].[K+].C(N)CC(C)C, predict the reaction product. The product is: [OH:1][CH2:2][C:3]1[CH:4]=[C:5]([CH3:34])[C:6]([CH2:22][C:23]2[NH:27][C:26]3[CH:28]=[CH:29][C:30]([C:32]#[N:33])=[CH:31][C:25]=3[N:24]=2)=[C:7]2[C:11]=1[NH:10][CH:9]=[CH:8]2. (4) Given the reactants [NH2:1][CH2:2][CH:3]([OH:28])[CH2:4][C:5]1[CH:10]=[CH:9][C:8]([C:11]2[N:15]=[C:14]([C:16]3[S:17][C:18]([CH2:22][N:23]([CH2:26][CH3:27])[CH2:24][CH3:25])=[C:19]([CH3:21])[CH:20]=3)[O:13][N:12]=2)=[CH:7][CH:6]=1.[C:29](O)(=[O:32])[CH2:30][OH:31], predict the reaction product. The product is: [CH2:26]([N:23]([CH2:22][C:18]1[S:17][C:16]([C:14]2[O:13][N:12]=[C:11]([C:8]3[CH:9]=[CH:10][C:5]([CH2:4][CH:3]([OH:28])[CH2:2][NH:1][C:30](=[O:31])[CH2:29][OH:32])=[CH:6][CH:7]=3)[N:15]=2)=[CH:20][C:19]=1[CH3:21])[CH2:24][CH3:25])[CH3:27]. (5) The product is: [CH:3]1([C@H:8]([NH:13][C:14]([C:16]2[CH:21]=[CH:20][C:19]([C:22]3[CH:27]=[CH:26][C:25]([O:28][CH3:29])=[CH:24][CH:23]=3)=[CH:18][C:17]=2[NH:30][C:31]([NH:33][C:34]2[C:35]([CH3:42])=[CH:36][C:37]([CH3:41])=[CH:38][C:39]=2[CH3:40])=[O:32])=[O:15])[C:9]([OH:11])=[O:10])[CH2:7][CH2:6][CH2:5][CH2:4]1. Given the reactants [OH-].[Li+].[CH:3]1([C@H:8]([NH:13][C:14]([C:16]2[CH:21]=[CH:20][C:19]([C:22]3[CH:27]=[CH:26][C:25]([O:28][CH3:29])=[CH:24][CH:23]=3)=[CH:18][C:17]=2[NH:30][C:31]([NH:33][C:34]2[C:39]([CH3:40])=[CH:38][C:37]([CH3:41])=[CH:36][C:35]=2[CH3:42])=[O:32])=[O:15])[C:9]([O:11]C)=[O:10])[CH2:7][CH2:6][CH2:5][CH2:4]1.CO.Cl, predict the reaction product. (6) Given the reactants [OH:1][C:2]([CH3:12])([CH3:11])[CH2:3][C:4]1[CH:5]=[C:6]([OH:10])[CH:7]=[CH:8][CH:9]=1.[CH2:13]([O:15][C:16](=[O:20])[C:17]#[C:18][CH3:19])[CH3:14].C(=O)([O-])[O-].[K+].[K+], predict the reaction product. The product is: [CH2:13]([O:15][C:16](=[O:20])/[CH:17]=[C:18](/[O:10][C:6]1[CH:7]=[CH:8][CH:9]=[C:4]([CH2:3][C:2]([OH:1])([CH3:12])[CH3:11])[CH:5]=1)\[CH3:19])[CH3:14]. (7) Given the reactants [Cl:1][C:2]1[C:3]2[N:4]([CH:18]=[N:19][CH:20]=2)[C:5]([C:11]2[CH:16]=[CH:15][CH:14]=[C:13]([F:17])[CH:12]=2)=[C:6]([C:8](=O)[CH3:9])[CH:7]=1.C([O-])(=O)C.[NH4+].C([BH3-])#[N:27].[Na+], predict the reaction product. The product is: [Cl:1][C:2]1[C:3]2[N:4]([CH:18]=[N:19][CH:20]=2)[C:5]([C:11]2[CH:16]=[CH:15][CH:14]=[C:13]([F:17])[CH:12]=2)=[C:6]([CH:8]([NH2:27])[CH3:9])[CH:7]=1. (8) Given the reactants [CH3:1][O:2][C:3]1[CH:4]=[C:5]2[C:10](=[CH:11][CH:12]=1)[C:9](=[O:13])[C:8](=[CH:14][C:15]([OH:17])=[O:16])[CH2:7][CH2:6]2.O, predict the reaction product. The product is: [CH3:1][O:2][C:3]1[CH:4]=[C:5]2[C:10](=[CH:11][CH:12]=1)[C:9](=[O:13])[CH:8]([CH2:14][C:15]([OH:17])=[O:16])[CH2:7][CH2:6]2.